Dataset: Peptide-MHC class II binding affinity with 134,281 pairs from IEDB. Task: Regression. Given a peptide amino acid sequence and an MHC pseudo amino acid sequence, predict their binding affinity value. This is MHC class II binding data. (1) The peptide sequence is KKDQVVMTSLALVGAALK. The MHC is DRB1_1301 with pseudo-sequence DRB1_1301. The binding affinity (normalized) is 0. (2) The peptide sequence is QGEPGAVIRGKKGAG. The MHC is HLA-DQA10102-DQB10502 with pseudo-sequence HLA-DQA10102-DQB10502. The binding affinity (normalized) is 0. (3) The peptide sequence is ALEMQMMRSAGAHGG. The MHC is H-2-IAd with pseudo-sequence H-2-IAd. The binding affinity (normalized) is 0.561. (4) The peptide sequence is GVTVKDVTITAPGDS. The MHC is HLA-DQA10401-DQB10402 with pseudo-sequence HLA-DQA10401-DQB10402. The binding affinity (normalized) is 0.120.